This data is from Forward reaction prediction with 1.9M reactions from USPTO patents (1976-2016). The task is: Predict the product of the given reaction. (1) Given the reactants [Cl:1][C:2]1[CH:7]=[CH:6][C:5]([N:8]2[CH:12]=[CH:11][CH:10]=[C:9]2[CH:13]=O)=[CH:4][CH:3]=1.[CH3:15][CH:16]([CH3:32])[C:17]([NH:19][C:20]1[CH:25]=[CH:24][CH:23]=[C:22]([CH:26]2[CH2:31][CH2:30][NH:29][CH2:28][CH2:27]2)[CH:21]=1)=[O:18], predict the reaction product. The product is: [Cl:1][C:2]1[CH:3]=[CH:4][C:5]([N:8]2[CH:12]=[CH:11][CH:10]=[C:9]2[CH2:13][N:29]2[CH2:30][CH2:31][CH:26]([C:22]3[CH:21]=[C:20]([NH:19][C:17](=[O:18])[CH:16]([CH3:15])[CH3:32])[CH:25]=[CH:24][CH:23]=3)[CH2:27][CH2:28]2)=[CH:6][CH:7]=1. (2) The product is: [CH2:1]([O:3][C:4](=[O:28])[CH2:5][N:6]1[C:14]2[CH2:13][CH2:12][CH2:11][C@@H:10]([N:15]([S:17]([C:20]3[CH:25]=[CH:24][C:23]([O:42][C:39]4[CH:40]=[CH:35][CH:34]=[CH:33][C:32]=4[Cl:31])=[C:22]([Cl:27])[CH:21]=3)(=[O:19])=[O:18])[CH3:16])[C:9]=2[CH:8]=[N:7]1)[CH3:2]. Given the reactants [CH2:1]([O:3][C:4](=[O:28])[CH2:5][N:6]1[C:14]2[CH2:13][CH2:12][CH2:11][C@@H:10]([N:15]([S:17]([C:20]3[CH:25]=[CH:24][C:23](F)=[C:22]([Cl:27])[CH:21]=3)(=[O:19])=[O:18])[CH3:16])[C:9]=2[CH:8]=[N:7]1)[CH3:2].[H-].[Na+].[Cl:31][C:32]1C=C[C:35](O)=[CH:34][CH:33]=1.[C:39]([OH:42])(=O)[CH3:40], predict the reaction product.